Task: Predict the reactants needed to synthesize the given product.. Dataset: Full USPTO retrosynthesis dataset with 1.9M reactions from patents (1976-2016) (1) Given the product [NH2:2][C:1]1[NH:23][N:22]=[C:7]([NH:17][C:16]2[CH:18]=[CH:19][CH:20]=[C:14]([CH2:12][CH3:13])[CH:15]=2)[C:3]=1[C:4]([NH2:6])=[O:5], predict the reactants needed to synthesize it. The reactants are: [C:1]([C:3](=[C:7](SC)SC)[C:4]([NH2:6])=[O:5])#[N:2].[CH2:12]([C:14]1[CH:15]=[C:16]([CH:18]=[CH:19][CH:20]=1)[NH2:17])[CH3:13].O.[NH2:22][NH2:23]. (2) Given the product [CH:1]([O:4][C:5]1[CH:10]=[CH:9][C:8]([C:11](=[O:14])[CH2:12][C:33]2[CH:32]=[CH:31][C:30]([O:29][C:28]([F:27])([F:38])[F:39])=[CH:37][CH:36]=2)=[CH:7][CH:6]=1)([CH3:3])[CH3:2], predict the reactants needed to synthesize it. The reactants are: [CH:1]([O:4][C:5]1[CH:10]=[CH:9][C:8]([CH:11]([O:14][Si](C)(C)C)[C:12]#N)=[CH:7][CH:6]=1)([CH3:3])[CH3:2].[Li+].CC([N-]C(C)C)C.[F:27][C:28]([F:39])([F:38])[O:29][C:30]1[CH:37]=[CH:36][C:33](CBr)=[CH:32][CH:31]=1.O. (3) Given the product [CH:1]([C@@H:4]1[CH2:8][C@@H:7]([C@@H:9]([N:41]=[N+:42]=[N-:43])[CH2:10][C@@H:11]([CH:38]([CH3:39])[CH3:40])[CH:12]([O:37][C:45](=[O:47])[CH3:46])[C:13]2[CH:18]=[CH:17][C:16]([O:19][CH2:20][CH2:21][CH2:22][O:23][CH2:24][C:25]3[CH:26]=[CH:27][CH:28]=[CH:29][CH:30]=3)=[C:15]([O:31][CH2:32][CH2:33][CH2:34][O:35][CH3:36])[CH:14]=2)[O:6][C:5]1=[O:44])([CH3:2])[CH3:3], predict the reactants needed to synthesize it. The reactants are: [CH:1]([C@@H:4]1[CH2:8][C@@H:7]([C@@H:9]([N:41]=[N+:42]=[N-:43])[CH2:10][C@@H:11]([CH:38]([CH3:40])[CH3:39])[CH:12]([OH:37])[C:13]2[CH:18]=[CH:17][C:16]([O:19][CH2:20][CH2:21][CH2:22][O:23][CH2:24][C:25]3[CH:30]=[CH:29][CH:28]=[CH:27][CH:26]=3)=[C:15]([O:31][CH2:32][CH2:33][CH2:34][O:35][CH3:36])[CH:14]=2)[O:6][C:5]1=[O:44])([CH3:3])[CH3:2].[C:45](OC(=O)C)(=[O:47])[CH3:46]. (4) Given the product [NH2:1][C:2]1[CH:6]=[C:5]([C:7]2[CH:8]=[CH:9][C:10]([Cl:13])=[CH:11][CH:12]=2)[S:4][C:3]=1[C:14]([OH:16])=[O:15], predict the reactants needed to synthesize it. The reactants are: [NH2:1][C:2]1[CH:6]=[C:5]([C:7]2[CH:12]=[CH:11][C:10]([Cl:13])=[CH:9][CH:8]=2)[S:4][C:3]=1[C:14]([O:16]C)=[O:15].[OH-].[Li+].Cl. (5) Given the product [CH2:5]([NH:4][C@H:3]([C:7]([NH:33][C@H:32]([C:31]([N:30]([C@@H:26]([CH:27]([CH3:28])[CH3:29])/[CH:25]=[C:19](\[CH3:18])/[C:20]([O:22][CH2:23][CH3:24])=[O:21])[CH3:39])=[O:38])[C:34]([CH3:36])([CH3:37])[CH3:35])=[O:9])[C:2]([CH3:1])([CH3:16])[C:10]1[CH:15]=[CH:14][CH:13]=[CH:12][CH:11]=1)[CH3:6], predict the reactants needed to synthesize it. The reactants are: [CH3:1][C:2]([CH3:16])([C:10]1[CH:15]=[CH:14][CH:13]=[CH:12][CH:11]=1)[C@@H:3]([C:7]([OH:9])=O)[NH:4][CH2:5][CH3:6].Cl.[CH3:18]/[C:19](=[CH:25]\[C@@H:26]([N:30]([CH3:39])[C:31](=[O:38])[C@H:32]([C:34]([CH3:37])([CH3:36])[CH3:35])[NH2:33])[CH:27]([CH3:29])[CH3:28])/[C:20]([O:22][CH2:23][CH3:24])=[O:21].OC1C2N=NNC=2C=CC=1.CN1CCOCC1.